This data is from Reaction yield outcomes from USPTO patents with 853,638 reactions. The task is: Predict the reaction yield, written as a fraction of the theoretical maximum amount of product (1.0 means a 100% yield; for example, 0.34 means a 34% yield). (1) The reactants are [Al+3].[Cl-].[Cl-].[Cl-].[C:5](Cl)(=[O:7])[CH3:6].C[O:10][C:11]1[CH:16]=[CH:15][C:14]([C:17]2([C:20]([O:22][CH3:23])=[O:21])[CH2:19][CH2:18]2)=[CH:13][CH:12]=1. The catalyst is C(=S)=S. The product is [CH3:23][O:22][C:20]([C:17]1([C:14]2[CH:15]=[CH:16][C:11]([OH:10])=[C:12]([C:5](=[O:7])[CH3:6])[CH:13]=2)[CH2:19][CH2:18]1)=[O:21]. The yield is 0.810. (2) The reactants are C1(P(C2C=CC=CC=2)C2C=CC=CC=2)C=CC=CC=1.BrN1C(=O)CCC1=O.[CH:28]1([CH2:33][CH:34]([C:38]2[CH:43]=[CH:42][C:41]([S:44]([C:47]([F:50])([F:49])[F:48])(=[O:46])=[O:45])=[CH:40][CH:39]=2)[C:35]([OH:37])=O)[CH2:32][CH2:31][CH2:30][CH2:29]1.[NH2:51][C:52]1[S:53][CH:54]=[C:55]([CH2:57][C:58]([O:60][CH2:61][CH3:62])=[O:59])[N:56]=1. The catalyst is C(Cl)Cl. The product is [CH2:61]([O:60][C:58](=[O:59])[CH2:57][C:55]1[N:56]=[C:52]([NH:51][C:35](=[O:37])[CH:34]([C:38]2[CH:39]=[CH:40][C:41]([S:44]([C:47]([F:49])([F:48])[F:50])(=[O:45])=[O:46])=[CH:42][CH:43]=2)[CH2:33][CH:28]2[CH2:29][CH2:30][CH2:31][CH2:32]2)[S:53][CH:54]=1)[CH3:62]. The yield is 0.720. (3) The reactants are C[O:2][C:3](=O)[C:4]1[CH:9]=[CH:8][CH:7]=[C:6]([NH:10][C:11]2[S:15][C:14]([CH3:16])=[N:13][C:12]=2[C:17](=[O:26])[NH:18][C:19]2[CH:24]=[CH:23][N:22]=[C:21]([CH3:25])[CH:20]=2)[CH:5]=1.O.[OH-].[Na+]. The catalyst is C1COCC1. The product is [CH3:25][C:21]1[CH:20]=[C:19]([NH:18][C:17]([C:12]2[N:13]=[C:14]([CH3:16])[S:15][C:11]=2[NH:10][C:6]2[CH:7]=[CH:8][CH:9]=[C:4]([CH2:3][OH:2])[CH:5]=2)=[O:26])[CH:24]=[CH:23][N:22]=1. The yield is 0.650. (4) The reactants are [CH2:1]([OH:13])[CH2:2][CH2:3][CH2:4][CH2:5][CH2:6][CH2:7][CH2:8][CH2:9][CH2:10][CH2:11][CH3:12].[C:14](OCC)(=[O:18])[CH:15]([CH3:17])[OH:16]. No catalyst specified. The product is [C:14]([O:13][CH2:1][CH2:2][CH2:3][CH2:4][CH2:5][CH2:6][CH2:7][CH2:8][CH2:9][CH2:10][CH2:11][CH3:12])(=[O:18])[CH:15]([CH3:17])[OH:16]. The yield is 0.780. (5) The reactants are [Cl:1][C:2]1[CH:3]=[C:4]([NH:10][C:11]2[CH:16]=[CH:15][C:14]([CH:17]3[CH2:22][CH2:21][NH:20][CH2:19][CH2:18]3)=[CH:13][N:12]=2)[C:5](=[O:9])[N:6]([CH3:8])[N:7]=1.[O:23]1[CH2:26][C:25](=O)[CH2:24]1.C(O)(=O)C.C(O[BH-](OC(=O)C)OC(=O)C)(=O)C.[Na+]. The catalyst is C1COCC1. The product is [Cl:1][C:2]1[CH:3]=[C:4]([NH:10][C:11]2[N:12]=[CH:13][C:14]([CH:17]3[CH2:22][CH2:21][N:20]([CH:25]4[CH2:26][O:23][CH2:24]4)[CH2:19][CH2:18]3)=[CH:15][CH:16]=2)[C:5](=[O:9])[N:6]([CH3:8])[N:7]=1. The yield is 0.600. (6) The reactants are [C:1]([O:5][C:6]([N:8]1[CH2:12][CH2:11][CH2:10][C@H:9]1[CH2:13]Br)=[O:7])([CH3:4])([CH3:3])[CH3:2].[CH2:15]([O:22][C:23]1[CH:28]=[CH:27][N:26]([C:29]2[CH:37]=[C:36]3[C:32](C4CCNCC=4[N:35]3[CH3:38])=[CH:31][CH:30]=2)[C:25](=[O:43])[CH:24]=1)[C:16]1[CH:21]=[CH:20][CH:19]=[CH:18][CH:17]=1.C([O-])([O-])=O.[Cs+].[Cs+]. The catalyst is CS(C)=O.O.CCOC(C)=O. The product is [CH2:15]([O:22][C:23]1[CH:28]=[CH:27][N:26]([C:29]2[CH:30]=[CH:31][C:32]3[C:24]4[CH2:25][N:26]([CH2:13][C@@H:9]5[CH2:10][CH2:11][CH2:12][N:8]5[C:6]([O:5][C:1]([CH3:4])([CH3:3])[CH3:2])=[O:7])[CH2:27][CH2:28][C:23]=4[N:35]([CH3:38])[C:36]=3[CH:37]=2)[C:25](=[O:43])[CH:24]=1)[C:16]1[CH:17]=[CH:18][CH:19]=[CH:20][CH:21]=1. The yield is 0.0300. (7) The reactants are [CH3:1][O:2][C:3](=[O:14])[C:4]1[CH:9]=[CH:8][C:7]([I:10])=[C:6]([N+:11]([O-])=O)[CH:5]=1. The catalyst is [Pt].C(OCC)(=O)C. The product is [CH3:1][O:2][C:3](=[O:14])[C:4]1[CH:9]=[CH:8][C:7]([I:10])=[C:6]([NH2:11])[CH:5]=1. The yield is 0.900. (8) The reactants are [NH2:1][C:2]1[CH:7]=[C:6]([O:8][C:9]2[CH:14]=[CH:13][C:12]([NH:15][C:16]([C:18]3([C:21]([NH:23][C:24]4[CH:29]=[CH:28][C:27]([F:30])=[CH:26][CH:25]=4)=[O:22])[CH2:20][CH2:19]3)=[O:17])=[CH:11][C:10]=2[F:31])[CH:5]=[CH:4][N:3]=1.C([N:34]([CH2:37]C)CC)C.ClC([O:42][C:43]1[CH:48]=CC=C[CH:44]=1)=O.C(OCC)(=[O:51])C. The product is [F:31][C:10]1[CH:11]=[C:12]([NH:15][C:16]([C:18]2([C:21]([NH:23][C:24]3[CH:25]=[CH:26][C:27]([F:30])=[CH:28][CH:29]=3)=[O:22])[CH2:20][CH2:19]2)=[O:17])[CH:13]=[CH:14][C:9]=1[O:8][C:6]1[CH:5]=[CH:4][N:3]=[C:2]([NH:1][C:37]([N:34]2[CH2:44][CH:43]([OH:42])[CH2:48]2)=[O:51])[CH:7]=1. The yield is 0.560. The catalyst is O1CCCC1.O. (9) The reactants are [CH3:1][O:2][C:3]1[CH:4]=[C:5]([CH2:12][C:13]([OH:15])=[O:14])[CH:6]=[CH:7][C:8]=1[N+:9]([O-:11])=[O:10].[CH3:16]O. The catalyst is OS(O)(=O)=O. The product is [CH3:1][O:2][C:3]1[CH:4]=[C:5]([CH2:12][C:13]([O:15][CH3:16])=[O:14])[CH:6]=[CH:7][C:8]=1[N+:9]([O-:11])=[O:10]. The yield is 0.920.